This data is from Peptide-MHC class I binding affinity with 185,985 pairs from IEDB/IMGT. The task is: Regression. Given a peptide amino acid sequence and an MHC pseudo amino acid sequence, predict their binding affinity value. This is MHC class I binding data. The peptide sequence is AWQSVGHMM. The MHC is HLA-A24:02 with pseudo-sequence HLA-A24:02. The binding affinity (normalized) is 0.0339.